This data is from Forward reaction prediction with 1.9M reactions from USPTO patents (1976-2016). The task is: Predict the product of the given reaction. (1) Given the reactants [C:1]([CH2:3][C:4]1([C:17]([O:19]C)=O)[CH2:9][CH2:8][N:7]([C:10]([O:12][C:13]([CH3:16])([CH3:15])[CH3:14])=[O:11])[CH2:6][CH2:5]1)#[N:2].[H][H], predict the reaction product. The product is: [O:19]=[C:17]1[C:4]2([CH2:9][CH2:8][N:7]([C:10]([O:12][C:13]([CH3:16])([CH3:15])[CH3:14])=[O:11])[CH2:6][CH2:5]2)[CH2:3][CH2:1][NH:2]1. (2) Given the reactants [CH3:1][O:2][C:3]([C:17]1[NH:21][C:20]2[CH:22]=[CH:23][C:24]([C:26]#[N:27])=[CH:25][C:19]=2[N:18]=1)([C:5]1[C:13]([O:14][CH3:15])=[CH:12][C:11]([CH3:16])=[C:10]2[C:6]=1[CH:7]=[CH:8][NH:9]2)[CH3:4].C([BH3-])#N.[Na+], predict the reaction product. The product is: [CH3:1][O:2][C:3]([C:17]1[NH:21][C:20]2[CH:22]=[CH:23][C:24]([C:26]#[N:27])=[CH:25][C:19]=2[N:18]=1)([C:5]1[C:13]([O:14][CH3:15])=[CH:12][C:11]([CH3:16])=[C:10]2[C:6]=1[CH2:7][CH2:8][NH:9]2)[CH3:4]. (3) The product is: [Cl:14][C:12]1[C:13]2[N:8]([C:7]([CH:15]3[CH2:16][CH2:17][O:18][CH2:19][CH2:20]3)=[CH:6][C:5]=2[C:3]([NH:22][CH2:23][C:24]2([OH:34])[CH2:29][CH2:28][CH2:27][CH:26]([C:30]([F:32])([F:33])[F:31])[CH2:25]2)=[O:4])[CH:9]=[CH:10][CH:11]=1. Given the reactants CO[C:3]([C:5]1[CH:6]=[C:7]([CH:15]2[CH2:20][CH2:19][O:18][CH2:17][CH2:16]2)[N:8]2[C:13]=1[C:12]([Cl:14])=[CH:11][CH:10]=[CH:9]2)=[O:4].Cl.[NH2:22][CH2:23][C:24]1([OH:34])[CH2:29][CH2:28][CH2:27][CH:26]([C:30]([F:33])([F:32])[F:31])[CH2:25]1.C[Al](C)C, predict the reaction product. (4) Given the reactants [Cl:1][C:2]1[CH:3]=[C:4]([CH:6]=[CH:7][C:8]=1[B:9]1[O:13][C:12]([CH3:15])([CH3:14])[C:11]([CH3:17])([CH3:16])[O:10]1)[NH2:5].[S:18](Cl)([CH3:21])(=[O:20])=[O:19], predict the reaction product. The product is: [Cl:1][C:2]1[CH:3]=[C:4]([NH:5][S:18]([CH3:21])(=[O:20])=[O:19])[CH:6]=[CH:7][C:8]=1[B:9]1[O:13][C:12]([CH3:15])([CH3:14])[C:11]([CH3:17])([CH3:16])[O:10]1. (5) Given the reactants Cl[C:2]1[CH:7]=[C:6]([CH2:8][O:9][C:10]2[C:19]3[C:14](=[CH:15][CH:16]=[CH:17][CH:18]=3)[C:13]([NH:20][C:21](=[O:27])[O:22][C:23]([CH3:26])([CH3:25])[CH3:24])=[CH:12][CH:11]=2)[CH:5]=[CH:4][N:3]=1.[CH2:28]([C:30]1[N:35]=[C:34]([NH2:36])[CH:33]=[N:32][CH:31]=1)[CH3:29].C(=O)([O-])[O-].[Cs+].[Cs+].C1C=CC(P(C2C(C3C(P(C4C=CC=CC=4)C4C=CC=CC=4)=CC=C4C=3C=CC=C4)=C3C(C=CC=C3)=CC=2)C2C=CC=CC=2)=CC=1, predict the reaction product. The product is: [CH2:28]([C:30]1[N:35]=[C:34]([NH:36][C:2]2[CH:7]=[C:6]([CH2:8][O:9][C:10]3[C:19]4[C:14](=[CH:15][CH:16]=[CH:17][CH:18]=4)[C:13]([NH:20][C:21](=[O:27])[O:22][C:23]([CH3:24])([CH3:26])[CH3:25])=[CH:12][CH:11]=3)[CH:5]=[CH:4][N:3]=2)[CH:33]=[N:32][CH:31]=1)[CH3:29]. (6) The product is: [CH3:16][O:15][C:12]1[N:11]=[CH:10][C:9]([NH:8][C:5]2[N:6]=[CH:7][C:2]([C:67](=[O:69])[CH3:68])=[N:3][C:4]=2[C:17]2[CH:22]=[C:21]([S:23][CH3:24])[N:20]=[C:19]([CH3:25])[N:18]=2)=[CH:14][CH:13]=1. Given the reactants Cl[C:2]1[N:3]=[C:4]([C:17]2[CH:22]=[C:21]([S:23][CH3:24])[N:20]=[C:19]([CH3:25])[N:18]=2)[C:5]([NH:8][C:9]2[CH:10]=[N:11][C:12]([O:15][CH3:16])=[CH:13][CH:14]=2)=[N:6][CH:7]=1.C1(P(C2CCCCC2)C2C=CC=CC=2C2C(C(C)C)=CC(C(C)C)=CC=2C(C)C)CCCCC1.[F-].[Cs+].C([Sn](CCCC)(CCCC)[C:67]([O:69]CC)=[CH2:68])CCC, predict the reaction product. (7) Given the reactants [NH2:1][C:2]1[CH:7]=[C:6]([C:8]([F:11])([F:10])[F:9])[CH:5]=[CH:4][C:3]=1[C:12](=O)[CH3:13].[CH2:15]([O:17][C:18](=[O:25])[CH2:19][C:20](=O)[CH2:21][CH2:22][CH3:23])[CH3:16].O.O.[Sn](Cl)Cl.C(Cl)Cl.CCCCCC, predict the reaction product. The product is: [CH2:15]([O:17][C:18]([C:19]1[C:20]([CH2:21][CH2:22][CH3:23])=[N:1][C:2]2[C:3]([C:12]=1[CH3:13])=[CH:4][CH:5]=[C:6]([C:8]([F:11])([F:10])[F:9])[CH:7]=2)=[O:25])[CH3:16]. (8) Given the reactants C[O:2][C:3](=[O:29])[CH2:4][CH2:5][C:6]1[CH:11]=[CH:10][CH:9]=[C:8]([S:12]([N:15]2[CH2:20][CH2:19][N:18]([C:21]3[CH:26]=[CH:25][C:24]([Cl:27])=[C:23]([Cl:28])[CH:22]=3)[CH2:17][CH2:16]2)(=[O:14])=[O:13])[CH:7]=1.[Li+].[OH-].Cl, predict the reaction product. The product is: [Cl:28][C:23]1[CH:22]=[C:21]([N:18]2[CH2:19][CH2:20][N:15]([S:12]([C:8]3[CH:7]=[C:6]([CH2:5][CH2:4][C:3]([OH:29])=[O:2])[CH:11]=[CH:10][CH:9]=3)(=[O:14])=[O:13])[CH2:16][CH2:17]2)[CH:26]=[CH:25][C:24]=1[Cl:27].